From a dataset of Catalyst prediction with 721,799 reactions and 888 catalyst types from USPTO. Predict which catalyst facilitates the given reaction. (1) Product: [F:18][C:17]([F:20])([F:19])[C:15]1[CH:14]=[CH:13][N:12]=[C:11]([O:3][CH:2]([CH3:4])[C:1]([OH:6])=[O:5])[CH:16]=1. The catalyst class is: 3. Reactant: [C:1]([O-:6])(=[O:5])[CH:2]([CH3:4])[OH:3].[Li+].[H-].[Na+].Cl[C:11]1[CH:16]=[C:15]([C:17]([F:20])([F:19])[F:18])[CH:14]=[CH:13][N:12]=1.O. (2) Reactant: N12CCCN=C1CCCCC2.[Br:12][C:13]1[N:18]([CH3:19])[C:17](=[O:20])[NH:16][C:15](=[O:21])[C:14]=1[CH3:22].Cl[CH2:24][C:25]1[CH:30]=[CH:29][C:28]([O:31][CH3:32])=[C:27]([O:33][CH3:34])[CH:26]=1. Product: [Br:12][C:13]1[N:18]([CH3:19])[C:17](=[O:20])[N:16]([CH2:24][C:25]2[CH:30]=[CH:29][C:28]([O:31][CH3:32])=[C:27]([O:33][CH3:34])[CH:26]=2)[C:15](=[O:21])[C:14]=1[CH3:22]. The catalyst class is: 10. (3) Reactant: [NH2:1][C:2]1[C:10]2[C:5](=[CH:6][CH:7]=[C:8]([NH:11][C:12]([NH:14][CH2:15][C:16]3[CH:21]=[CH:20][CH:19]=[C:18]([O:22]C)[CH:17]=3)=[O:13])[CH:9]=2)[NH:4][N:3]=1.B(Br)(Br)Br. Product: [NH2:1][C:2]1[C:10]2[C:5](=[CH:6][CH:7]=[C:8]([NH:11][C:12]([NH:14][CH2:15][C:16]3[CH:21]=[CH:20][CH:19]=[C:18]([OH:22])[CH:17]=3)=[O:13])[CH:9]=2)[NH:4][N:3]=1. The catalyst class is: 2. (4) Reactant: [H-].[Na+].[C:3]([O:7][C:8](=[O:28])[NH:9][C:10]1[CH:15]=[CH:14][CH:13]=[CH:12][C:11]=1[NH:16][C:17](=[O:27])[CH2:18]P(OCC)(OCC)=O)([CH3:6])([CH3:5])[CH3:4].[NH:29]1[CH:33]=[C:32]([CH:34]=O)[CH:31]=[N:30]1. Product: [C:3]([O:7][C:8](=[O:28])[NH:9][C:10]1[CH:15]=[CH:14][CH:13]=[CH:12][C:11]=1[NH:16][C:17](=[O:27])/[CH:18]=[CH:34]/[C:32]1[CH:33]=[N:29][NH:30][CH:31]=1)([CH3:4])([CH3:5])[CH3:6]. The catalyst class is: 49. (5) Reactant: [Si]([O:8][CH2:9][C:10]([CH3:55])([CH3:54])[CH2:11][N:12]1[CH:21]=[C:20]([S:22]([N:25]2[CH2:31][CH2:30][CH2:29][N:28](C(OC(C)(C)C)=O)[CH2:27][CH2:26]2)(=[O:24])=[O:23])[C:19]2[C:14](=[CH:15][CH:16]=[C:17]([C:39]3[CH:44]=[C:43]([C:45](=[O:50])[NH:46][CH:47]4[CH2:49][CH2:48]4)[CH:42]=[C:41]([F:51])[C:40]=3[CH3:52])[CH:18]=2)[C:13]1=[O:53])(C(C)(C)C)(C)C.FC(F)(F)C(O)=O.C1(C)C=CC=CC=1. Product: [CH:47]1([NH:46][C:45](=[O:50])[C:43]2[CH:42]=[C:41]([F:51])[C:40]([CH3:52])=[C:39]([C:17]3[CH:18]=[C:19]4[C:14](=[CH:15][CH:16]=3)[C:13](=[O:53])[N:12]([CH2:11][C:10]([CH3:55])([CH3:54])[CH2:9][OH:8])[CH:21]=[C:20]4[S:22]([N:25]3[CH2:31][CH2:30][CH2:29][NH:28][CH2:27][CH2:26]3)(=[O:24])=[O:23])[CH:44]=2)[CH2:49][CH2:48]1. The catalyst class is: 2. (6) Reactant: Cl[C:2]1[N:7]=[C:6]([NH:8][C:9]2[N:14]=[CH:13][C:12]3[N:15]=[CH:16][N:17]([CH:18]([CH3:20])[CH3:19])[C:11]=3[CH:10]=2)[CH:5]=[CH:4][N:3]=1.[NH:21]1[CH2:26][CH2:25][O:24][CH2:23][CH2:22]1.CCN(C(C)C)C(C)C.O. Product: [CH:18]([N:17]1[C:11]2[CH:10]=[C:9]([NH:8][C:6]3[CH:5]=[CH:4][N:3]=[C:2]([N:21]4[CH2:26][CH2:25][O:24][CH2:23][CH2:22]4)[N:7]=3)[N:14]=[CH:13][C:12]=2[N:15]=[CH:16]1)([CH3:20])[CH3:19]. The catalyst class is: 32. (7) Reactant: [OH:1][C@@H:2]1[CH2:15][CH2:14][C@H:13]2[C@@H:4]([CH2:5][C@H:6]3[C@H:11]([CH2:12]2)[C@H:10]2[CH2:16][CH:17]=[C:18](C#N)[C@:9]2([CH3:21])[CH2:8][CH2:7]3)[CH2:3]1.[CH:22](=O)[C:23]1[CH:28]=[CH:27][CH:26]=[CH:25][CH:24]=1.[OH-:30].[K+].[NH4+].[Cl-]. Product: [OH:1][C@@H:2]1[CH2:15][CH2:14][C@H:13]2[C@@H:4]([CH2:5][C@H:6]3[C@H:11]([CH2:12]2)[C@H:10]2[CH2:16]/[C:17](=[CH:22]\[C:23]4[CH:28]=[CH:27][CH:26]=[CH:25][CH:24]=4)/[C:18](=[O:30])[C@:9]2([CH3:21])[CH2:8][CH2:7]3)[CH2:3]1. The catalyst class is: 8.